This data is from Full USPTO retrosynthesis dataset with 1.9M reactions from patents (1976-2016). The task is: Predict the reactants needed to synthesize the given product. (1) Given the product [Cl:1][C:2]1[N:3]=[N:4][C:5]([CH2:10][CH3:11])=[CH:6][CH:7]=1, predict the reactants needed to synthesize it. The reactants are: [Cl:1][C:2]1[N:3]=[N:4][C:5](Cl)=[CH:6][CH:7]=1.[Zn](CC)[CH2:10][CH3:11]. (2) Given the product [C:15]([O:14][C:12]([N:4]1[CH2:5][CH2:6][C@H:2]([OH:1])[C@@H:3]1[C:7]([OH:9])=[O:8])=[O:13])([CH3:18])([CH3:17])[CH3:16], predict the reactants needed to synthesize it. The reactants are: [OH:1][C@H:2]1[CH2:6][CH2:5][NH:4][C@H:3]1[C:7]([OH:9])=[O:8].[OH-].[Na+].[C:12](O[C:12]([O:14][C:15]([CH3:18])([CH3:17])[CH3:16])=[O:13])([O:14][C:15]([CH3:18])([CH3:17])[CH3:16])=[O:13]. (3) Given the product [Br:1][C:2]1[CH:3]=[CH:4][C:5]([NH:9][S:20]([CH3:19])(=[O:22])=[O:21])=[N:6][C:7]=1[CH3:8], predict the reactants needed to synthesize it. The reactants are: [Br:1][C:2]1[CH:3]=[CH:4][C:5]([NH2:9])=[N:6][C:7]=1[CH3:8].C(N(C(C)C)C(C)C)C.[CH3:19][S:20](Cl)(=[O:22])=[O:21]. (4) The reactants are: CS(O[CH2:6][CH2:7][C:8]1[O:9][C:10]2[CH:16]=[CH:15][C:14]([C:17]3[CH:22]=[CH:21][C:20]([C:23]#[N:24])=[CH:19][CH:18]=3)=[CH:13][C:11]=2[CH:12]=1)(=O)=O.[NH:25]1[CH2:31][CH2:30][CH2:29][C@@H:26]1[CH2:27][OH:28]. Given the product [OH:28][CH2:27][C@H:26]1[CH2:29][CH2:30][CH2:31][N:25]1[CH2:6][CH2:7][C:8]1[O:9][C:10]2[CH:16]=[CH:15][C:14]([C:17]3[CH:22]=[CH:21][C:20]([C:23]#[N:24])=[CH:19][CH:18]=3)=[CH:13][C:11]=2[CH:12]=1, predict the reactants needed to synthesize it. (5) Given the product [N:10]1([C:2]2[CH:9]=[CH:8][C:5]([C:6]#[N:7])=[CH:4][CH:3]=2)[CH2:15][CH2:14][CH2:13][CH2:12][CH2:11]1, predict the reactants needed to synthesize it. The reactants are: F[C:2]1[CH:9]=[CH:8][C:5]([C:6]#[N:7])=[CH:4][CH:3]=1.[NH:10]1[CH2:15][CH2:14][CH2:13][CH2:12][CH2:11]1.C(=O)([O-])[O-].[K+].[K+]. (6) The reactants are: [NH2:1][C:2]1[CH:3]=[CH:4][C:5]([O:8][C:9](=[O:18])[N:10]([CH3:17])[C:11]2[CH:16]=[CH:15][CH:14]=[CH:13][CH:12]=2)=[N:6][CH:7]=1.Cl.[CH3:20][N:21]([CH3:31])[C:22]1[CH:23]=[C:24]([CH:28]=[CH:29][CH:30]=1)[C:25](Cl)=[O:26].C(N(CC)CC)C. Given the product [CH3:20][N:21]([CH3:31])[C:22]1[CH:23]=[C:24]([CH:28]=[CH:29][CH:30]=1)[C:25]([NH:1][C:2]1[CH:3]=[CH:4][C:5]([O:8][C:9](=[O:18])[N:10]([CH3:17])[C:11]2[CH:16]=[CH:15][CH:14]=[CH:13][CH:12]=2)=[N:6][CH:7]=1)=[O:26], predict the reactants needed to synthesize it. (7) Given the product [NH2:7][C@H:6]1[CH2:5][CH2:4][N:3]([C:18]2[CH:19]=[C:20]3[C:25](=[CH:26][CH:27]=2)[CH2:24][N:23]([C:28]([O:30][C:31]([CH3:33])([CH3:32])[CH3:34])=[O:29])[CH2:22][CH2:21]3)[C:2]1=[O:1], predict the reactants needed to synthesize it. The reactants are: [O:1]=[C:2]1[C@@H:6]([NH:7]C(OCC2C=CC=CC=2)=O)[CH2:5][CH2:4][N:3]1[C:18]1[CH:19]=[C:20]2[C:25](=[CH:26][CH:27]=1)[CH2:24][N:23]([C:28]([O:30][C:31]([CH3:34])([CH3:33])[CH3:32])=[O:29])[CH2:22][CH2:21]2. (8) Given the product [C:12]1([CH3:16])[CH:13]=[CH:14][CH:15]=[C:10]([C:2]2[C:3]3[CH:8]=[CH:7][CH:6]=[CH:5][C:4]=3[NH:9][C:18](=[O:20])[CH2:19][N:1]=2)[CH:11]=1, predict the reactants needed to synthesize it. The reactants are: [NH:1]=[C:2]([C:10]1[CH:11]=[C:12]([CH3:16])[CH:13]=[CH:14][CH:15]=1)[C:3]1[CH:8]=[CH:7][CH:6]=[CH:5][C:4]=1[NH2:9].Cl.[CH2:18]([O:20]C(=O)CN)[CH3:19]. (9) Given the product [Br:12][C:13]1[CH:14]=[C:15]([CH:20]=[CH:21][C:22]=1[CH2:23][NH:1][CH2:2][C@@H:3]([OH:5])[CH3:4])[C:16]([O:18][CH3:19])=[O:17], predict the reactants needed to synthesize it. The reactants are: [NH2:1][CH2:2][C@@H:3]([OH:5])[CH3:4].C([O-])([O-])=O.[K+].[K+].[Br:12][C:13]1[CH:14]=[C:15]([CH:20]=[CH:21][C:22]=1[CH2:23]Br)[C:16]([O:18][CH3:19])=[O:17]. (10) Given the product [Si:19]([O:1][CH2:2][C:3]1[CH:4]=[C:5]([C:11]([O:13][CH3:14])=[O:12])[N:6]=[N:7][C:8]=1[O:9][CH3:10])([C:16]([CH3:18])([CH3:17])[CH3:15])([CH3:21])[CH3:20], predict the reactants needed to synthesize it. The reactants are: [OH:1][CH2:2][C:3]1[CH:4]=[C:5]([C:11]([O:13][CH3:14])=[O:12])[N:6]=[N:7][C:8]=1[O:9][CH3:10].[CH3:15][C:16]([Si:19](Cl)([CH3:21])[CH3:20])([CH3:18])[CH3:17].N1C=CN=C1.